Dataset: Catalyst prediction with 721,799 reactions and 888 catalyst types from USPTO. Task: Predict which catalyst facilitates the given reaction. (1) The catalyst class is: 37. Product: [Cl:1][C:2]1[C:3]([F:21])=[C:4]([C:10]2[N:14]([CH:15]3[CH2:20][CH2:19][CH2:18][CH2:17][O:16]3)[N:13]=[CH:12][CH:11]=2)[CH:5]=[C:6]([F:9])[C:7]=1[C:23]#[N:24]. Reactant: [Cl:1][C:2]1[C:3]([F:21])=[C:4]([C:10]2[N:14]([CH:15]3[CH2:20][CH2:19][CH2:18][CH2:17][O:16]3)[N:13]=[CH:12][CH:11]=2)[CH:5]=[C:6]([F:9])[C:7]=1I.[Cu][C:23]#[N:24]. (2) Product: [C:23]([O:27][C:28]([N:19]1[CH2:20][CH2:21][CH:16]([NH:15][C:13]2[O:14][C:10]3[CH:9]=[CH:8][C:7]([O:6][CH2:5][CH2:4][CH2:3][O:2][CH3:1])=[CH:22][C:11]=3[N:12]=2)[CH2:17][CH2:18]1)=[O:29])([CH3:26])([CH3:25])[CH3:24]. Reactant: [CH3:1][O:2][CH2:3][CH2:4][CH2:5][O:6][C:7]1[CH:8]=[CH:9][C:10]2[O:14][C:13]([NH:15][CH:16]3[CH2:21][CH2:20][NH:19][CH2:18][CH2:17]3)=[N:12][C:11]=2[CH:22]=1.[C:23]([O:27][C:28](N1CCC(NC2OC3C=CC(O)=CC=3N=2)CC1)=[O:29])([CH3:26])([CH3:25])[CH3:24].BrCCCOC.C(=O)([O-])[O-].[K+].[K+]. The catalyst class is: 9. (3) Reactant: CO.[C:3]([OH:10])(=[O:9])[CH2:4][CH2:5][C:6]([CH3:8])=O.[C:11]1([C@H:17]([NH2:19])[CH3:18])[CH:16]=[CH:15][CH:14]=[CH:13][CH:12]=1. Product: [C:11]1([C@H:17]([NH:19][CH:6]([CH3:8])[CH2:5][CH2:4][C:3]([OH:10])=[O:9])[CH3:18])[CH:16]=[CH:15][CH:14]=[CH:13][CH:12]=1. The catalyst class is: 106.